From a dataset of Full USPTO retrosynthesis dataset with 1.9M reactions from patents (1976-2016). Predict the reactants needed to synthesize the given product. (1) Given the product [NH2:8][C:4]1[N:5]=[CH:6][N:7]=[C:2]([NH:15][C@H:16]([C:18]2[N:19]([C:30]3[CH:35]=[CH:34][CH:33]=[C:32]([F:36])[CH:31]=3)[C:20](=[O:29])[C:21]3[C:26]([CH:27]=2)=[CH:25][CH:24]=[CH:23][C:22]=3[Cl:28])[CH3:17])[C:3]=1[C:9]1[O:13][N:12]=[C:11]([CH3:14])[N:10]=1, predict the reactants needed to synthesize it. The reactants are: Cl[C:2]1[N:7]=[CH:6][N:5]=[C:4]([NH2:8])[C:3]=1[C:9]1[O:13][N:12]=[C:11]([CH3:14])[N:10]=1.[NH2:15][C@H:16]([C:18]1[N:19]([C:30]2[CH:35]=[CH:34][CH:33]=[C:32]([F:36])[CH:31]=2)[C:20](=[O:29])[C:21]2[C:26]([CH:27]=1)=[CH:25][CH:24]=[CH:23][C:22]=2[Cl:28])[CH3:17].CCN(C(C)C)C(C)C. (2) Given the product [C:39]([N:34]1[CH2:35][CH2:36][CH2:44][CH:38]([C:17]2[CH:18]=[N:19][C:11]([O:10][C:9]3[CH:8]=[CH:7][C:6]([O:5][C:4]4[CH:29]=[CH:30][CH:31]=[C:2]([F:1])[CH:3]=4)=[CH:28][CH:27]=3)=[C:12]([C:13]([NH2:15])=[O:14])[CH:16]=2)[CH2:37]1)(=[O:42])[CH:40]=[CH2:41], predict the reactants needed to synthesize it. The reactants are: [F:1][C:2]1[CH:3]=[C:4]([CH:29]=[CH:30][CH:31]=1)[O:5][C:6]1[CH:28]=[CH:27][C:9]([O:10][C:11]2[N:19]=[CH:18][C:17](NC3CCCNC3)=[CH:16][C:12]=2[C:13]([NH2:15])=[O:14])=[CH:8][CH:7]=1.C([N:34]([CH2:37][CH3:38])[CH2:35][CH3:36])C.[C:39](Cl)(=[O:42])[CH:40]=[CH2:41].[CH2:44](Cl)Cl. (3) Given the product [C:1]([OH:6])(=[O:5])[CH:2]([CH3:4])[OH:3].[C:7]([OH:15])(=[O:14])[C:8]([CH2:10][C:11]([OH:13])=[O:12])=[CH2:9].[C:16]1(=[O:23])[O:22][CH2:21][CH2:20][CH2:19][CH2:18][CH2:17]1, predict the reactants needed to synthesize it. The reactants are: [C:1]([OH:6])(=[O:5])[C@H:2]([CH3:4])[OH:3].[C:7]([OH:15])(=[O:14])[C:8]([CH2:10][C:11]([OH:13])=[O:12])=[CH2:9].[C:16]1(=[O:23])[O:22][CH2:21][CH2:20][CH2:19][CH2:18][CH2:17]1.OCC(CO)(CO)CO.[Sn+2].